This data is from Full USPTO retrosynthesis dataset with 1.9M reactions from patents (1976-2016). The task is: Predict the reactants needed to synthesize the given product. (1) Given the product [CH:24]([N:1]1[CH2:2][CH:3]=[C:4]([C:7]2[C:16]3[C:11](=[CH:12][CH:13]=[CH:14][CH:15]=3)[C:10](=[O:17])[NH:9][CH:8]=2)[CH2:5][CH2:6]1)([CH3:26])[CH3:25], predict the reactants needed to synthesize it. The reactants are: [NH:1]1[CH2:6][CH:5]=[C:4]([C:7]2[C:16]3[C:11](=[CH:12][CH:13]=[CH:14][CH:15]=3)[C:10](=[O:17])[NH:9][CH:8]=2)[CH2:3][CH2:2]1.C(=O)([O-])[O-].[K+].[K+].[CH:24](I)([CH3:26])[CH3:25]. (2) Given the product [Cl:1][C:2]1[C:3]([O:19][C@H:20]2[CH2:25][CH2:24][CH2:23][CH2:22][C@@H:21]2[C:26]2[NH:30][N:29]=[CH:28][CH:27]=2)=[CH:4][C:5]([F:18])=[C:6]([S:8]([NH:11][C:12]2[CH:17]=[CH:16][N:15]=[CH:14][N:13]=2)(=[O:10])=[O:9])[CH:7]=1, predict the reactants needed to synthesize it. The reactants are: [Cl:1][C:2]1[C:3]([O:19][C@H:20]2[CH2:25][CH2:24][CH2:23][CH2:22][C@@H:21]2[C:26]2[N:30](COCCOC)[N:29]=[CH:28][CH:27]=2)=[CH:4][C:5]([F:18])=[C:6]([S:8]([NH:11][C:12]2[CH:17]=[CH:16][N:15]=[CH:14][N:13]=2)(=[O:10])=[O:9])[CH:7]=1. (3) The reactants are: [N:1]1([CH2:7][CH2:8][O:9][C:10]2[CH:15]=[CH:14][CH:13]=[CH:12][C:11]=2[CH2:16][S:17]([C:20]2[CH:21]=[C:22]3[C:26](=[CH:27][CH:28]=2)[NH:25][C:24](=[O:29])[CH2:23]3)(=[O:19])=[O:18])[CH2:6][CH2:5][O:4][CH2:3][CH2:2]1.[CH3:30][C:31]1[C:35]([C:36]([N:38]2[CH2:43][CH2:42][N:41]([CH3:44])[CH2:40][CH2:39]2)=[O:37])=[C:34]([CH3:45])[NH:33][C:32]=1[CH:46]=O. Given the product [CH3:30][C:31]1[C:35]([C:36]([N:38]2[CH2:39][CH2:40][N:41]([CH3:44])[CH2:42][CH2:43]2)=[O:37])=[C:34]([CH3:45])[NH:33][C:32]=1/[CH:46]=[C:23]1\[C:24](=[O:29])[NH:25][C:26]2[C:22]\1=[CH:21][C:20]([S:17]([CH2:16][C:11]1[CH:12]=[CH:13][CH:14]=[CH:15][C:10]=1[O:9][CH2:8][CH2:7][N:1]1[CH2:6][CH2:5][O:4][CH2:3][CH2:2]1)(=[O:19])=[O:18])=[CH:28][CH:27]=2, predict the reactants needed to synthesize it.